This data is from Reaction yield outcomes from USPTO patents with 853,638 reactions. The task is: Predict the reaction yield, written as a fraction of the theoretical maximum amount of product (1.0 means a 100% yield; for example, 0.34 means a 34% yield). (1) The reactants are [NH2:1][C:2]1[CH:10]=[C:9]2[C:5]([CH2:6][O:7][C:8]2=[C:11]2[C:19]3[C:14](=[CH:15][CH:16]=[C:17]([Cl:20])[CH:18]=3)[NH:13][C:12]2=[O:21])=[CH:4][CH:3]=1.N1C=CC=CC=1.[CH3:28][S:29](Cl)(=[O:31])=[O:30].O. The catalyst is C1COCC1. The product is [Cl:20][C:17]1[CH:18]=[C:19]2[C:14](=[CH:15][CH:16]=1)[NH:13][C:12](=[O:21])[C:11]2=[C:8]1[C:9]2[C:5](=[CH:4][CH:3]=[C:2]([NH:1][S:29]([CH3:28])(=[O:31])=[O:30])[CH:10]=2)[CH2:6][O:7]1. The yield is 0.810. (2) The reactants are [N:1]12[CH2:8][CH2:7][C:4]([C:9]([C:17]3[CH:22]=[CH:21][CH:20]=[CH:19][CH:18]=3)([C:11]3[CH:16]=[CH:15][CH:14]=[CH:13][CH:12]=3)[OH:10])([CH2:5][CH2:6]1)[CH2:3][CH2:2]2.[Br:23][CH2:24][CH2:25][CH2:26][CH:27]=[CH2:28]. The catalyst is CC#N. The product is [Br-:23].[OH:10][C:9]([C:17]1[CH:22]=[CH:21][CH:20]=[CH:19][CH:18]=1)([C:11]1[CH:12]=[CH:13][CH:14]=[CH:15][CH:16]=1)[C:4]12[CH2:5][CH2:6][N+:1]([CH2:28][CH2:27][CH2:26][CH:25]=[CH2:24])([CH2:2][CH2:3]1)[CH2:8][CH2:7]2. The yield is 0.886. (3) The reactants are [CH3:1][O:2][C:3]1[CH:4]=[C:5]([N:12]2[CH2:17][CH2:16][CH2:15][C@H:14]([OH:18])[CH2:13]2)[CH:6]=[CH:7][C:8]=1[N+:9]([O-])=O.O.NN. The catalyst is CO. The product is [NH2:9][C:8]1[CH:7]=[CH:6][C:5]([N:12]2[CH2:17][CH2:16][CH2:15][C@H:14]([OH:18])[CH2:13]2)=[CH:4][C:3]=1[O:2][CH3:1]. The yield is 0.740. (4) The reactants are [CH3:1][S:2](Cl)(=[O:4])=[O:3].[CH:6]([C@@H:19]1[O:24][CH2:23][C@@H:22]([OH:25])[CH2:21][CH2:20]1)([C:13]1[CH:18]=[CH:17][CH:16]=[CH:15][CH:14]=1)[C:7]1[CH:12]=[CH:11][CH:10]=[CH:9][CH:8]=1.C(N(CC)CC)C. The catalyst is C(Cl)Cl. The product is [CH:6]([C@@H:19]1[O:24][CH2:23][C@@H:22]([O:25][S:2]([CH3:1])(=[O:4])=[O:3])[CH2:21][CH2:20]1)([C:13]1[CH:18]=[CH:17][CH:16]=[CH:15][CH:14]=1)[C:7]1[CH:8]=[CH:9][CH:10]=[CH:11][CH:12]=1. The yield is 0.778.